This data is from Catalyst prediction with 721,799 reactions and 888 catalyst types from USPTO. The task is: Predict which catalyst facilitates the given reaction. (1) Reactant: [CH2:1]([N:3]1[C:15]2[CH:14]=[CH:13][CH:12]=[CH:11][C:10]=2[C:9]2[C:4]1=[CH:5][CH:6]=[CH:7][CH:8]=2)[CH3:2].[CH3:16][C:17]1[CH:25]=[C:24]([CH3:26])[CH:23]=[C:22]([CH3:27])[C:18]=1[C:19](Cl)=[O:20].[Al+3].[Cl-].[Cl-].[Cl-].[F:32][C:33]1[CH:41]=[CH:40][CH:39]=[CH:38][C:34]=1[C:35](Cl)=[O:36]. Product: [CH2:1]([N:3]1[C:15]2[CH:14]=[CH:13][C:12]([C:35]([C:34]3[CH:38]=[CH:39][CH:40]=[CH:41][C:33]=3[F:32])=[O:36])=[CH:11][C:10]=2[C:9]2[C:4]1=[CH:5][CH:6]=[C:7]([C:19](=[O:20])[C:18]1[C:17]([CH3:16])=[CH:25][C:24]([CH3:26])=[CH:23][C:22]=1[CH3:27])[CH:8]=2)[CH3:2]. The catalyst class is: 2. (2) Reactant: [N+:1]([C:4]1[CH:9]=[CH:8][C:7]([N:10]2[CH2:15][CH2:14][CH:13]([N:16]3[CH2:21][CH2:20][CH2:19][CH2:18][CH2:17]3)[CH2:12][CH2:11]2)=[CH:6][CH:5]=1)([O-])=O. Product: [N:16]1([CH:13]2[CH2:14][CH2:15][N:10]([C:7]3[CH:6]=[CH:5][C:4]([NH2:1])=[CH:9][CH:8]=3)[CH2:11][CH2:12]2)[CH2:17][CH2:18][CH2:19][CH2:20][CH2:21]1. The catalyst class is: 29.